This data is from Forward reaction prediction with 1.9M reactions from USPTO patents (1976-2016). The task is: Predict the product of the given reaction. Given the reactants [F:1][C:2]([F:17])([F:16])[C:3](=O)[CH2:4][C:5]([C:7]1[CH:12]=[CH:11][C:10]([S:13][CH3:14])=[CH:9][CH:8]=1)=O.S(O)(O)(=O)=O.[CH3:23][S:24][C:25](=[NH:27])[NH2:26].C([O-])(=O)C.[Na+], predict the reaction product. The product is: [CH3:23][S:24][C:25]1[N:27]=[C:5]([C:7]2[CH:12]=[CH:11][C:10]([S:13][CH3:14])=[CH:9][CH:8]=2)[CH:4]=[C:3]([C:2]([F:17])([F:16])[F:1])[N:26]=1.